This data is from Catalyst prediction with 721,799 reactions and 888 catalyst types from USPTO. The task is: Predict which catalyst facilitates the given reaction. (1) Reactant: [CH3:1][O:2][C:3]1[C:4]2[N:21]([CH3:22])[N:20]=[C:19]([CH3:23])[C:5]=2[N:6]=[C:7]([N:9]2[CH:13]=[C:12]([C:14]([O:16][CH2:17][CH3:18])=[O:15])[CH:11]=[N:10]2)[N:8]=1.[Br:24]N1C(=O)CCC1=O.N(C(C)(C)C#N)=NC(C)(C)C#N. Product: [Br:24][CH2:23][C:19]1[C:5]2[N:6]=[C:7]([N:9]3[CH:13]=[C:12]([C:14]([O:16][CH2:17][CH3:18])=[O:15])[CH:11]=[N:10]3)[N:8]=[C:3]([O:2][CH3:1])[C:4]=2[N:21]([CH3:22])[N:20]=1. The catalyst class is: 53. (2) Reactant: [C:1]([C:5]1[N:9]([CH2:10][CH:11]2[CH2:16][CH2:15][O:14][CH2:13][CH2:12]2)[C:8]2[CH:17]=[CH:18][C:19]([S:21](Cl)(=[O:23])=[O:22])=[CH:20][C:7]=2[N:6]=1)([CH3:4])([CH3:3])[CH3:2].[NH:25]1[CH:29]=[CH:28][CH:27]=[N:26]1. Product: [C:1]([C:5]1[N:9]([CH2:10][CH:11]2[CH2:16][CH2:15][O:14][CH2:13][CH2:12]2)[C:8]2[CH:17]=[CH:18][C:19]([S:21]([N:25]3[CH:29]=[CH:28][CH:27]=[N:26]3)(=[O:23])=[O:22])=[CH:20][C:7]=2[N:6]=1)([CH3:4])([CH3:3])[CH3:2]. The catalyst class is: 649. (3) Reactant: [CH2:1]([O:3][C:4]([C:6]1[N:7]([C:23]2[CH:28]=[CH:27][C:26]([O:29][CH:30]([CH3:32])[CH3:31])=[CH:25][CH:24]=2)[C:8]2[C:13]([CH:14]=1)=[CH:12][C:11]([O:15]CC1C=CC=CC=1)=[CH:10][CH:9]=2)=[O:5])[CH3:2].Cl. Product: [CH2:1]([O:3][C:4]([C:6]1[N:7]([C:23]2[CH:28]=[CH:27][C:26]([O:29][CH:30]([CH3:31])[CH3:32])=[CH:25][CH:24]=2)[C:8]2[C:13]([CH:14]=1)=[CH:12][C:11]([OH:15])=[CH:10][CH:9]=2)=[O:5])[CH3:2]. The catalyst class is: 350.